This data is from Reaction yield outcomes from USPTO patents with 853,638 reactions. The task is: Predict the reaction yield, written as a fraction of the theoretical maximum amount of product (1.0 means a 100% yield; for example, 0.34 means a 34% yield). The reactants are Br[C:2]1[N:3]([C:22]2[C:31]3[C:26](=[CH:27][CH:28]=[CH:29][CH:30]=3)[C:25]([CH:32]3CC3)=[CH:24][CH:23]=2)[C:4]([S:7]CC(NC2C=CC(C(O)=O)=CC=2Cl)=O)=[N:5][N:6]=1.Cl.NNC(N)=N.C([N:44](C(C)C)CC)(C)C.CN(C)[CH:52]=[O:53]. No catalyst specified. The product is [NH2:44][C:2]1[N:3]([C:22]2[C:27]3[C:26](=[CH:31][CH:30]=[C:29]([O:53][CH3:52])[CH:28]=3)[C:25]([CH3:32])=[CH:24][CH:23]=2)[C:4]([SH:7])=[N:5][N:6]=1. The yield is 0.910.